From a dataset of Catalyst prediction with 721,799 reactions and 888 catalyst types from USPTO. Predict which catalyst facilitates the given reaction. Product: [CH2:28]([O:27][C:25]([CH:24]1[CH2:20][CH:19]1[C:17]1[CH:18]=[C:13]2[CH:12]=[CH:11][N:10]([S:7]([C:4]3[CH:5]=[CH:6][C:1]([CH3:21])=[CH:2][CH:3]=3)(=[O:9])=[O:8])[C:14]2=[N:15][CH:16]=1)=[O:26])[CH3:29]. Reactant: [C:1]1([CH3:21])[CH:6]=[CH:5][C:4]([S:7]([N:10]2[C:14]3=[N:15][CH:16]=[C:17]([CH:19]=[CH2:20])[CH:18]=[C:13]3[CH:12]=[CH:11]2)(=[O:9])=[O:8])=[CH:3][CH:2]=1.[N+](=[CH:24][C:25]([O:27][CH2:28][CH3:29])=[O:26])=[N-]. The catalyst class is: 113.